This data is from TCR-epitope binding with 47,182 pairs between 192 epitopes and 23,139 TCRs. The task is: Binary Classification. Given a T-cell receptor sequence (or CDR3 region) and an epitope sequence, predict whether binding occurs between them. (1) The epitope is QIKVRVKMV. The TCR CDR3 sequence is CASSQDLLAGAADTQYF. Result: 0 (the TCR does not bind to the epitope). (2) The epitope is IPRRNVATL. The TCR CDR3 sequence is CAWSAGTGGNEKLFF. Result: 0 (the TCR does not bind to the epitope). (3) The epitope is KRWIIMGLNK. The TCR CDR3 sequence is CSVERTSIYNEQFF. Result: 0 (the TCR does not bind to the epitope). (4) The epitope is KMKDLSPRW. The TCR CDR3 sequence is CASSLAQSREQYF. Result: 0 (the TCR does not bind to the epitope). (5) The epitope is FIAGLIAIV. The TCR CDR3 sequence is CASSVDAYSNQPQHF. Result: 1 (the TCR binds to the epitope). (6) The epitope is RIFTIGTVTLK. The TCR CDR3 sequence is CASSSLSGYNEQFF. Result: 0 (the TCR does not bind to the epitope). (7) The epitope is FPRPWLHGL. The TCR CDR3 sequence is CASSLAAGPGNTIYF. Result: 0 (the TCR does not bind to the epitope). (8) The epitope is TPGPGVRYPL. The TCR CDR3 sequence is CASSYSIPDTQYF. Result: 0 (the TCR does not bind to the epitope). (9) The epitope is KTWGQYWQV. The TCR CDR3 sequence is CASRRQRTDAEAFF. Result: 0 (the TCR does not bind to the epitope).